From a dataset of Forward reaction prediction with 1.9M reactions from USPTO patents (1976-2016). Predict the product of the given reaction. Given the reactants [N:1]1[CH:6]=[CH:5][CH:4]=[CH:3][C:2]=1[C:7]([OH:9])=O.C1C=CC2N(O)N=NC=2C=1.CCN=C=NCCCN(C)C.C(N(CC)CC)C.[NH2:38][CH:39]1[CH:44]([OH:45])[CH2:43][CH2:42][CH:41]([C:46]2[CH:47]=[C:48]([CH:51]=[C:52]([F:54])[CH:53]=2)[C:49]#[N:50])[CH2:40]1, predict the reaction product. The product is: [C:49]([C:48]1[CH:47]=[C:46]([CH:41]2[CH2:40][CH:39]([NH:38][C:7](=[O:9])[C:2]3[CH:3]=[CH:4][CH:5]=[CH:6][N:1]=3)[CH:44]([OH:45])[CH2:43][CH2:42]2)[CH:53]=[C:52]([F:54])[CH:51]=1)#[N:50].